Dataset: Full USPTO retrosynthesis dataset with 1.9M reactions from patents (1976-2016). Task: Predict the reactants needed to synthesize the given product. (1) The reactants are: [NH2:1][C:2]1[CH:3]=[CH:4][C:5]([F:18])=[C:6]([C@:8]2([CH3:17])[C:13]([F:15])([F:14])[CH2:12][O:11][C:10]([NH2:16])=[N:9]2)[CH:7]=1.[O:19]1[CH:23]=[CH:22][CH:21]=[C:20]1[C:24](O)=[O:25]. Given the product [NH2:16][C:10]1[O:11][CH2:12][C:13]([F:14])([F:15])[C@:8]([C:6]2[CH:7]=[C:2]([NH:1][C:24]([C:20]3[O:19][CH:23]=[CH:22][CH:21]=3)=[O:25])[CH:3]=[CH:4][C:5]=2[F:18])([CH3:17])[N:9]=1, predict the reactants needed to synthesize it. (2) Given the product [CH3:19][O:18][C:17]1[C:11]2[C:10]([N:20]3[CH2:25][CH2:24][C@H:23]([OH:26])[C@H:22]([OH:27])[CH2:21]3)=[N:9][C:8]([C:6]3[CH:5]=[CH:4][N:3]=[C:2]([NH:28][C:29]4[CH:34]=[CH:33][CH:32]=[CH:31][CH:30]=4)[CH:7]=3)=[N:13][C:12]=2[CH:14]=[N:15][CH:16]=1, predict the reactants needed to synthesize it. The reactants are: Cl[C:2]1[CH:7]=[C:6]([C:8]2[N:9]=[C:10]([N:20]3[CH2:25][CH2:24][C@H:23]([OH:26])[C@H:22]([OH:27])[CH2:21]3)[C:11]3[C:17]([O:18][CH3:19])=[CH:16][N:15]=[CH:14][C:12]=3[N:13]=2)[CH:5]=[CH:4][N:3]=1.[NH2:28][C:29]1[CH:34]=[CH:33][CH:32]=[CH:31][CH:30]=1. (3) Given the product [NH:21]=[C:20]1[N:10]2[CH2:11][C:12](=[O:16])[NH:13][C:14]3[CH:15]=[C:6]([O:5][C:4]([F:3])([F:17])[F:18])[CH:7]=[C:8]([C:9]=32)[S:19]1, predict the reactants needed to synthesize it. The reactants are: BrBr.[F:3][C:4]([F:18])([F:17])[O:5][C:6]1[CH:15]=[C:14]2[C:9]([NH:10][CH2:11][C:12](=[O:16])[NH:13]2)=[CH:8][CH:7]=1.[S-:19][C:20]#[N:21].[K+].